This data is from Catalyst prediction with 721,799 reactions and 888 catalyst types from USPTO. The task is: Predict which catalyst facilitates the given reaction. The catalyst class is: 3. Reactant: [Br:1][C:2]1[C:10]2[C:5](=[CH:6][CH:7]=[CH:8][C:9]=2[N+:11]([O-:13])=[O:12])[NH:4][N:3]=1.C(=O)([O-])[O-].[K+].[K+].Cl.Cl[CH2:22][C:23]1[CH:28]=[CH:27][CH:26]=[C:25]([O:29][CH2:30][CH3:31])[N:24]=1. Product: [Br:1][C:2]1[C:10]2[C:5](=[CH:6][CH:7]=[CH:8][C:9]=2[N+:11]([O-:13])=[O:12])[N:4]([CH2:22][C:23]2[CH:28]=[CH:27][CH:26]=[C:25]([O:29][CH2:30][CH3:31])[N:24]=2)[N:3]=1.